From a dataset of Full USPTO retrosynthesis dataset with 1.9M reactions from patents (1976-2016). Predict the reactants needed to synthesize the given product. (1) Given the product [CH:1]1([O:4][C:5]2[CH:6]=[C:7]([C:15]3[NH:32][C:18]4[CH:19]=[N:20][N:21]([CH2:24][O:25][CH2:26][CH2:27][Si:28]([CH3:29])([CH3:30])[CH3:31])[C:22](=[O:23])[C:17]=4[C:16]=3[CH:41]3[CH2:43][CH2:42]3)[CH:8]=[CH:9][C:10]=2[O:11][CH:12]([F:14])[F:13])[CH2:2][CH2:3]1, predict the reactants needed to synthesize it. The reactants are: [CH:1]1([O:4][C:5]2[CH:6]=[C:7]([C:15]3[N:32](COCC[Si](C)(C)C)[C:18]4[CH:19]=[N:20][N:21]([CH2:24][O:25][CH2:26][CH2:27][Si:28]([CH3:31])([CH3:30])[CH3:29])[C:22](=[O:23])[C:17]=4[C:16]=3[CH:41]3[CH2:43][CH2:42]3)[CH:8]=[CH:9][C:10]=2[O:11][CH:12]([F:14])[F:13])[CH2:3][CH2:2]1.C1(OC2C=C(C3N(COCC[Si](C)(C)C)C4C=NN(COCC[Si](C)(C)C)C(=O)C=4C=3C)C=CC=2OC(F)F)CC1. (2) Given the product [CH2:22]([C:20]1[S:19][C:17]2[N:18]=[C:13]([O:12][CH2:11][C:8]3[O:9][CH:10]=[C:6]([CH2:5][C:4]([OH:38])=[O:3])[N:7]=3)[N:14]=[C:15]([N:25]3[CH2:30][CH2:29][N:28]4[C:31]([C:34]([F:36])([F:37])[F:35])=[N:32][N:33]=[C:27]4[CH2:26]3)[C:16]=2[CH:21]=1)[CH2:23][CH3:24], predict the reactants needed to synthesize it. The reactants are: C([O:3][C:4](=[O:38])[CH2:5][C:6]1[N:7]=[C:8]([CH2:11][O:12][C:13]2[N:14]=[C:15]([N:25]3[CH2:30][CH2:29][N:28]4[C:31]([C:34]([F:37])([F:36])[F:35])=[N:32][N:33]=[C:27]4[CH2:26]3)[C:16]3[CH:21]=[C:20]([CH2:22][CH2:23][CH3:24])[S:19][C:17]=3[N:18]=2)[O:9][CH:10]=1)C.[OH-].[Na+].Cl. (3) The reactants are: [CH3:1][O:2][C:3]1[CH:8]=[CH:7][C:6]([N:9]2[C:19]3[C:14](=[CH:15][C:16]([O:20][CH3:21])=[CH:17][CH:18]=3)[C:12](=O)[C:10]2=[O:11])=[CH:5][CH:4]=1.[OH-:22].[K+].Cl. Given the product [CH3:1][O:2][C:3]1[CH:8]=[CH:7][C:6]2[C:5](=[C:12]([C:10]([OH:22])=[O:11])[C:14]3[C:19]([N:9]=2)=[CH:18][CH:17]=[C:16]([O:20][CH3:21])[CH:15]=3)[CH:4]=1, predict the reactants needed to synthesize it. (4) Given the product [CH3:5][C:2]1([CH3:6])[CH2:3][CH2:7][S:8](=[O:10])(=[O:9])[NH:1]1, predict the reactants needed to synthesize it. The reactants are: [NH2:1][C:2]([CH3:6])([CH3:5])[CH2:3]O.[CH3:7][S:8](Cl)(=[O:10])=[O:9]. (5) The reactants are: [CH3:1][O:2][C:3]([C:5]1[S:19][C:8]2=[N:9][C:10]([S:13][CH2:14][C:15]([O:17][CH3:18])=[O:16])=[CH:11][CH:12]=[C:7]2[C:6]=1[O:20][CH2:21][C:22]([O:24][CH2:25][CH3:26])=[O:23])=[O:4].C1C=C(Cl)C=C(C(OO)=[O:35])C=1. Given the product [CH3:1][O:2][C:3]([C:5]1[S:19][C:8]2=[N:9][C:10]([S:13]([CH2:14][C:15]([O:17][CH3:18])=[O:16])=[O:35])=[CH:11][CH:12]=[C:7]2[C:6]=1[O:20][CH2:21][C:22]([O:24][CH2:25][CH3:26])=[O:23])=[O:4], predict the reactants needed to synthesize it. (6) Given the product [Br:14][C:5]1[CH:6]=[CH:7][C:2]([OH:1])=[C:3]([N+:8]([O-:10])=[O:9])[N:4]=1, predict the reactants needed to synthesize it. The reactants are: [OH:1][C:2]1[C:3]([N+:8]([O-:10])=[O:9])=[N:4][CH:5]=[CH:6][CH:7]=1.C[O-].[Na+].[Br:14]Br.